From a dataset of Forward reaction prediction with 1.9M reactions from USPTO patents (1976-2016). Predict the product of the given reaction. (1) Given the reactants [Cl:1][C:2]1[CH:7]=[CH:6][C:5]([C:8]2[O:12][C:11]([C@@H:13]([NH2:15])[CH3:14])=[N:10][CH:9]=2)=[CH:4][CH:3]=1.[C:16]([O:20][C@@H:21]([C@H:23]1[CH2:27][O:26][C:25](=[O:28])[N:24]1[C:29]1[C:34]([F:35])=[CH:33][N:32]=[C:31](F)[N:30]=1)[CH3:22])([CH3:19])([CH3:18])[CH3:17].C(N(C(C)C)C(C)C)C, predict the reaction product. The product is: [C:16]([O:20][C@@H:21]([C@H:23]1[CH2:27][O:26][C:25](=[O:28])[N:24]1[C:29]1[C:34]([F:35])=[CH:33][N:32]=[C:31]([NH:15][CH:13]([C:11]2[O:12][C:8]([C:5]3[CH:4]=[CH:3][C:2]([Cl:1])=[CH:7][CH:6]=3)=[CH:9][N:10]=2)[CH3:14])[N:30]=1)[CH3:22])([CH3:17])([CH3:18])[CH3:19]. (2) Given the reactants Cl[C:2]1[N:7]=[N:6][C:5]([C:8]([F:11])([F:10])[F:9])=[CH:4][CH:3]=1.[C:12]([N:19]1[CH2:24][CH2:23][NH:22][CH2:21][CH2:20]1)([O:14][C:15]([CH3:18])([CH3:17])[CH3:16])=[O:13].C(N(C(C)C)CC)(C)C, predict the reaction product. The product is: [C:15]([O:14][C:12]([N:19]1[CH2:24][CH2:23][N:22]([C:2]2[N:7]=[N:6][C:5]([C:8]([F:11])([F:10])[F:9])=[CH:4][CH:3]=2)[CH2:21][CH2:20]1)=[O:13])([CH3:18])([CH3:16])[CH3:17]. (3) Given the reactants [Cl:1][C:2]1[CH:15]=[CH:14][C:5]([CH2:6][N:7]2[CH2:12][CH2:11][CH:10]([NH2:13])[CH2:9][CH2:8]2)=[CH:4][C:3]=1[O:16][CH2:17][CH3:18].[CH3:19][O:20][C:21]1[CH:22]=[C:23]([CH:27]=[CH:28][C:29]=1[CH3:30])[C:24](O)=[O:25], predict the reaction product. The product is: [Cl:1][C:2]1[CH:15]=[CH:14][C:5]([CH2:6][N:7]2[CH2:12][CH2:11][CH:10]([NH:13][C:24](=[O:25])[C:23]3[CH:27]=[CH:28][C:29]([CH3:30])=[C:21]([O:20][CH3:19])[CH:22]=3)[CH2:9][CH2:8]2)=[CH:4][C:3]=1[O:16][CH2:17][CH3:18]. (4) Given the reactants F[P-](F)(F)(F)(F)F.N1(O[P+](N(C)C)(N(C)C)N(C)C)C2C=CC=CC=2N=N1.[CH3:28][C:29]1[CH:38]=[C:37]2[C:32]([C:33]([N:46]3[CH2:51][CH2:50][NH:49][CH2:48][CH2:47]3)=[N:34][C:35]([C:39]3[CH:44]=[CH:43][CH:42]=[CH:41][C:40]=3[OH:45])=[N:36]2)=[CH:31][CH:30]=1.[OH:52][C@@H:53]([CH2:57][CH:58]([CH3:60])[CH3:59])[C:54](O)=[O:55].C(N(CC)CC)C, predict the reaction product. The product is: [OH:52][C@@H:53]([CH2:57][CH:58]([CH3:60])[CH3:59])[C:54]([N:49]1[CH2:50][CH2:51][N:46]([C:33]2[C:32]3[C:37](=[CH:38][C:29]([CH3:28])=[CH:30][CH:31]=3)[N:36]=[C:35]([C:39]3[CH:44]=[CH:43][CH:42]=[CH:41][C:40]=3[OH:45])[N:34]=2)[CH2:47][CH2:48]1)=[O:55]. (5) Given the reactants [Cl:1][C:2]1[CH:3]=[C:4]([C:10]2[C:11]([CH2:20][N:21]3[C@@H:25]([CH3:26])[C@@H:24]([C:27]4[CH:32]=[C:31]([F:33])[CH:30]=[C:29]([F:34])[CH:28]=4)[O:23][C:22]3=[O:35])=[N:12][C:13](S(C)(=O)=O)=[N:14][CH:15]=2)[C:5]([O:8][CH3:9])=[N:6][CH:7]=1.Cl.[F:37][CH:38]1[CH2:41][NH:40][CH2:39]1.CCN(CC)CC.Cl, predict the reaction product. The product is: [Cl:1][C:2]1[CH:3]=[C:4]([C:10]2[C:11]([CH2:20][N:21]3[C@@H:25]([CH3:26])[C@@H:24]([C:27]4[CH:32]=[C:31]([F:33])[CH:30]=[C:29]([F:34])[CH:28]=4)[O:23][C:22]3=[O:35])=[N:12][C:13]([N:40]3[CH2:41][CH:38]([F:37])[CH2:39]3)=[N:14][CH:15]=2)[C:5]([O:8][CH3:9])=[N:6][CH:7]=1. (6) The product is: [C:17]([Si:21]([O:16][C:13]1[CH:14]=[CH:15][C:10]([S:7]([CH3:6])(=[O:8])=[O:9])=[CH:11][CH:12]=1)([CH3:24])[CH3:23])([CH3:20])([CH3:19])[CH3:18]. Given the reactants N1C=CN=C1.[CH3:6][S:7]([C:10]1[CH:15]=[CH:14][C:13]([OH:16])=[CH:12][CH:11]=1)(=[O:9])=[O:8].[C:17]([Si:21]([CH3:24])([CH3:23])Cl)([CH3:20])([CH3:19])[CH3:18], predict the reaction product. (7) Given the reactants [NH2:1][C:2]1[C:7]([CH3:8])=[C:6]([Cl:9])[CH:5]=[CH:4][C:3]=1[NH:10][C:11]([C@@H:13]1[CH2:17][C@H:16]([O:18][CH3:19])[CH2:15][N:14]1[C:20]([O:22][C:23]([CH3:26])([CH3:25])[CH3:24])=[O:21])=O.CC(O)=O, predict the reaction product. The product is: [Cl:9][C:6]1[CH:5]=[CH:4][C:3]2[N:10]=[C:11]([C@@H:13]3[CH2:17][C@H:16]([O:18][CH3:19])[CH2:15][N:14]3[C:20]([O:22][C:23]([CH3:26])([CH3:25])[CH3:24])=[O:21])[NH:1][C:2]=2[C:7]=1[CH3:8]. (8) Given the reactants [NH2:1][C:2]1[N:3]=[C:4](Cl)[C:5]2[CH:10]=[CH:9][N:8]([C@@H:11]3[O:18][C@H:17]([CH2:19][OH:20])[C@@H:15]([OH:16])[C@H:12]3[O:13][CH3:14])[C:6]=2[N:7]=1.NC(N)=[S:24], predict the reaction product. The product is: [NH2:1][C:2]1[NH:3][C:4](=[S:24])[C:5]2[CH:10]=[CH:9][N:8]([C@@H:11]3[O:18][C@H:17]([CH2:19][OH:20])[C@@H:15]([OH:16])[C@H:12]3[O:13][CH3:14])[C:6]=2[N:7]=1. (9) Given the reactants [CH2:1]([O:3][C:4](=[O:31])[C@@H:5]([CH3:30])[CH2:6][CH:7]([NH:22]C(OC(C)(C)C)=O)[CH2:8][C:9]1[CH:14]=[CH:13][C:12]([C:15]2[CH:20]=[CH:19][CH:18]=[C:17]([Cl:21])[CH:16]=2)=[CH:11][CH:10]=1)[CH3:2].Cl, predict the reaction product. The product is: [ClH:21].[CH2:1]([O:3][C:4](=[O:31])[C@@H:5]([CH3:30])[CH2:6][CH:7]([NH2:22])[CH2:8][C:9]1[CH:14]=[CH:13][C:12]([C:15]2[CH:20]=[CH:19][CH:18]=[C:17]([Cl:21])[CH:16]=2)=[CH:11][CH:10]=1)[CH3:2].